Dataset: Reaction yield outcomes from USPTO patents with 853,638 reactions. Task: Predict the reaction yield, written as a fraction of the theoretical maximum amount of product (1.0 means a 100% yield; for example, 0.34 means a 34% yield). (1) The reactants are C[Al](C)C.[CH3:5][C@H:6]1[NH:11][C@@H:10]([CH3:12])[CH2:9][N:8]([C:13]2[S:17][C:16]([C:18]([O:20]CC)=O)=[CH:15][CH:14]=2)[CH2:7]1.Cl.[CH3:24][O:25][C:26]1[CH:27]=[C:28]([CH2:34][O:35][C:36]2[CH:37]=[C:38]([NH2:41])[NH:39][N:40]=2)[CH:29]=[C:30]([O:32][CH3:33])[CH:31]=1.C(C(C(C([O-])=O)O)O)([O-])=O.[Na+].[K+]. The catalyst is C1(C)C=CC=CC=1.O.C(OCC)(=O)C. The product is [CH3:33][O:32][C:30]1[CH:29]=[C:28]([CH2:34][O:35][C:36]2[CH:37]=[C:38]([NH:41][C:18]([C:16]3[S:17][C:13]([N:8]4[CH2:9][C@@H:10]([CH3:12])[NH:11][C@@H:6]([CH3:5])[CH2:7]4)=[CH:14][CH:15]=3)=[O:20])[NH:39][N:40]=2)[CH:27]=[C:26]([O:25][CH3:24])[CH:31]=1. The yield is 0.327. (2) The reactants are [CH:1]1[N:5]([C@@H:6]2[O:10][C@H:9]([CH2:11][OH:12])[CH2:8][CH2:7]2)[C:4]2[N:13]=[CH:14][NH:15][C:16](=[O:17])[C:3]=2[N:2]=1.C1CCC(N=C=NC2CCCCC2)CC1.[C:33]([NH:56][C@@H:57]([CH3:61])[C:58](O)=[O:59])(=[O:55])[CH2:34][CH2:35]/[CH:36]=[CH:37]\[CH2:38]/[CH:39]=[CH:40]\[CH2:41]/[CH:42]=[CH:43]\[CH2:44]/[CH:45]=[CH:46]\[CH2:47]/[CH:48]=[CH:49]\[CH2:50]/[CH:51]=[CH:52]\[CH2:53][CH3:54].C(NC(C)C(O)=O)(=O)CC/C=C\C/C=C\C/C=C\C/C=C\C/C=C\C/C=C\CC. The catalyst is CN(C1C=CN=CC=1)C.CN(C=O)C.CCOC(C)=O. The product is [C:33]([NH:56][C@@H:57]([CH3:61])[C:58]([O:12][CH2:11][C@@H:9]1[CH2:8][CH2:7][C@H:6]([N:5]2[CH:1]=[N:2][C:3]3[C:16](=[O:17])[N:15]=[CH:14][NH:13][C:4]2=3)[O:10]1)=[O:59])(=[O:55])[CH2:34][CH2:35]/[CH:36]=[CH:37]\[CH2:38]/[CH:39]=[CH:40]\[CH2:41]/[CH:42]=[CH:43]\[CH2:44]/[CH:45]=[CH:46]\[CH2:47]/[CH:48]=[CH:49]\[CH2:50]/[CH:51]=[CH:52]\[CH2:53][CH3:54]. The yield is 0.870.